Dataset: Reaction yield outcomes from USPTO patents with 853,638 reactions. Task: Predict the reaction yield, written as a fraction of the theoretical maximum amount of product (1.0 means a 100% yield; for example, 0.34 means a 34% yield). (1) The reactants are [C:1]([O:5][C:6]([N:8]([CH:13]([CH3:15])[CH3:14])[CH2:9][C:10]([OH:12])=O)=[O:7])([CH3:4])([CH3:3])[CH3:2].FC1C=CC(S(N(C)CC([NH:30][CH2:31][C:32]2[CH:37]=[C:36]([C:38]3[CH:43]=[CH:42][C:41]([C:44]([F:47])([F:46])[F:45])=[CH:40][CH:39]=3)[N:35]=[CH:34][N:33]=2)=O)(=O)=O)=CC=1.O.ON1C2C=CC=CC=2N=N1.C(N(CC)C(C)C)(C)C.CN(C(ON1N=NC2C=CC=CC1=2)=[N+](C)C)C.F[P-](F)(F)(F)(F)F. The catalyst is CN(C=O)C.C(OCC)(=O)C. The product is [C:1]([O:5][C:6](=[O:7])[N:8]([CH:13]([CH3:15])[CH3:14])[CH2:9][C:10](=[O:12])[NH:30][CH2:31][C:32]1[CH:37]=[C:36]([C:38]2[CH:39]=[CH:40][C:41]([C:44]([F:47])([F:46])[F:45])=[CH:42][CH:43]=2)[N:35]=[CH:34][N:33]=1)([CH3:2])([CH3:3])[CH3:4]. The yield is 0.720. (2) The reactants are [CH3:1][N:2]1[CH2:7][CH2:6][N:5]([CH2:8][C:9]2[CH:14]=[CH:13][C:12]([C:15]3[CH:20]=[CH:19][C:18]([CH2:21][CH2:22][C:23]([C:25]4[O:26][C:27]([C:30]5[N:35]=[C:34]([C:36]([O:38]C)=[O:37])[CH:33]=[CH:32][CH:31]=5)=[CH:28][N:29]=4)=[O:24])=[CH:17][CH:16]=3)=[CH:11][CH:10]=2)[CH2:4][CH2:3]1.[Li+].[OH-].Cl. The catalyst is C1COCC1.O.C(Cl)Cl. The product is [CH3:1][N:2]1[CH2:3][CH2:4][N:5]([CH2:8][C:9]2[CH:10]=[CH:11][C:12]([C:15]3[CH:16]=[CH:17][C:18]([CH2:21][CH2:22][C:23]([C:25]4[O:26][C:27]([C:30]5[N:35]=[C:34]([C:36]([OH:38])=[O:37])[CH:33]=[CH:32][CH:31]=5)=[CH:28][N:29]=4)=[O:24])=[CH:19][CH:20]=3)=[CH:13][CH:14]=2)[CH2:6][CH2:7]1. The yield is 0.210.